This data is from NCI-60 drug combinations with 297,098 pairs across 59 cell lines. The task is: Regression. Given two drug SMILES strings and cell line genomic features, predict the synergy score measuring deviation from expected non-interaction effect. (1) Drug 1: COC1=NC(=NC2=C1N=CN2C3C(C(C(O3)CO)O)O)N. Drug 2: C#CCC(CC1=CN=C2C(=N1)C(=NC(=N2)N)N)C3=CC=C(C=C3)C(=O)NC(CCC(=O)O)C(=O)O. Cell line: NCI-H522. Synergy scores: CSS=57.5, Synergy_ZIP=-2.60, Synergy_Bliss=-4.54, Synergy_Loewe=-12.3, Synergy_HSA=-4.48. (2) Drug 1: CC=C1C(=O)NC(C(=O)OC2CC(=O)NC(C(=O)NC(CSSCCC=C2)C(=O)N1)C(C)C)C(C)C. Drug 2: CN(C(=O)NC(C=O)C(C(C(CO)O)O)O)N=O. Cell line: UO-31. Synergy scores: CSS=-0.913, Synergy_ZIP=0.600, Synergy_Bliss=-2.83, Synergy_Loewe=-6.45, Synergy_HSA=-5.24. (3) Synergy scores: CSS=33.5, Synergy_ZIP=-7.05, Synergy_Bliss=-9.37, Synergy_Loewe=-6.44, Synergy_HSA=-4.68. Drug 1: C1=CC(=C2C(=C1NCCNCCO)C(=O)C3=C(C=CC(=C3C2=O)O)O)NCCNCCO. Cell line: NCI-H226. Drug 2: C1CC(C1)(C(=O)O)C(=O)O.[NH2-].[NH2-].[Pt+2]. (4) Drug 1: CC1=CC2C(CCC3(C2CCC3(C(=O)C)OC(=O)C)C)C4(C1=CC(=O)CC4)C. Drug 2: CNC(=O)C1=NC=CC(=C1)OC2=CC=C(C=C2)NC(=O)NC3=CC(=C(C=C3)Cl)C(F)(F)F. Cell line: MCF7. Synergy scores: CSS=22.5, Synergy_ZIP=2.74, Synergy_Bliss=0.367, Synergy_Loewe=-34.5, Synergy_HSA=-8.23.